Dataset: Catalyst prediction with 721,799 reactions and 888 catalyst types from USPTO. Task: Predict which catalyst facilitates the given reaction. (1) Reactant: [Br:1][C:2]1[CH:11]=[C:10]2[C:5]([CH2:6][C:7]([CH2:20][O:21][Si:22]([C:25]([CH3:28])([CH3:27])[CH3:26])([CH3:24])[CH3:23])([CH3:19])[CH2:8][C:9]32[C:15](=[O:16])[N:14]([CH3:17])[C:13](=S)[NH:12]3)=[CH:4][CH:3]=1.CO.C(OO)(C)(C)C.[NH4+:37].[OH-]. Product: [NH2:37][C:13]1[N:14]([CH3:17])[C:15](=[O:16])[C@:9]2([N:12]=1)[C:10]1[C:5](=[CH:4][CH:3]=[C:2]([Br:1])[CH:11]=1)[CH2:6][C@:7]([CH2:20][O:21][Si:22]([C:25]([CH3:28])([CH3:27])[CH3:26])([CH3:24])[CH3:23])([CH3:19])[CH2:8]2. The catalyst class is: 6. (2) Reactant: Cl[C:2]1[C:3]2[S:10][CH:9]=[C:8]([C:11]([NH:13][C:14]3[C:19]([Cl:20])=[CH:18][CH:17]=[C:16]([NH:21][S:22]([CH2:25][CH2:26][CH3:27])(=[O:24])=[O:23])[C:15]=3[Cl:28])=[O:12])[C:4]=2[N:5]=[CH:6][N:7]=1.[CH:29]1([NH2:32])[CH2:31][CH2:30]1.C(N(CC)C(C)C)(C)C. Product: [Cl:28][C:15]1[C:16]([NH:21][S:22]([CH2:25][CH2:26][CH3:27])(=[O:24])=[O:23])=[CH:17][CH:18]=[C:19]([Cl:20])[C:14]=1[NH:13][C:11]([C:8]1[C:4]2[N:5]=[CH:6][N:7]=[C:2]([NH:32][CH:29]3[CH2:31][CH2:30]3)[C:3]=2[S:10][CH:9]=1)=[O:12]. The catalyst class is: 32. (3) Product: [CH2:20]([O:11][C:9](=[O:10])/[CH:8]=[CH:12]/[CH:13]1[CH2:17][CH2:16][CH2:15][CH2:14]1)[CH3:21]. The catalyst class is: 1. Reactant: C(P([CH2:8][C:9]([O-:11])=[O:10])(CC)CC)C.[CH3:12][CH2:13][CH2:14][CH2:15][CH2:16][CH3:17].[H-].[Na+].[CH:20]1(C=O)CCC[CH2:21]1. (4) Reactant: C[O:2][C:3]([CH:5]1[CH2:9][C:8]([F:11])([F:10])[CH2:7][N:6]1[C:12]([O:14][C:15]([CH3:18])([CH3:17])[CH3:16])=[O:13])=[O:4].[OH-].[Li+]. Product: [C:15]([O:14][C:12]([N:6]1[CH2:7][C:8]([F:10])([F:11])[CH2:9][CH:5]1[C:3]([OH:4])=[O:2])=[O:13])([CH3:18])([CH3:16])[CH3:17]. The catalyst class is: 47. (5) The catalyst class is: 366. Product: [Cl:5][C:6]1[CH:15]=[C:14]2[C:9]([CH2:10][CH2:11][N:12]([C:17]3[CH:18]=[N:19][CH:20]=[CH:21][C:22]=3[CH3:23])[C:13]2=[O:16])=[CH:8][C:7]=1[OH:24]. Reactant: B(Br)(Br)Br.[Cl:5][C:6]1[CH:15]=[C:14]2[C:9]([CH2:10][CH2:11][N:12]([C:17]3[CH:18]=[N:19][CH:20]=[CH:21][C:22]=3[CH3:23])[C:13]2=[O:16])=[CH:8][C:7]=1[O:24]C.CO.